Dataset: Full USPTO retrosynthesis dataset with 1.9M reactions from patents (1976-2016). Task: Predict the reactants needed to synthesize the given product. (1) The reactants are: [C:1]([O:5][C:6](=[O:30])[NH:7][C@H:8]([C@@H:24]1[CH:28]=[CH:27][C:26](=[O:29])[O:25]1)[CH2:9][C:10]1[CH:15]=[CH:14][C:13](OCC2C=CC=CC=2)=[CH:12][CH:11]=1)([CH3:4])([CH3:3])[CH3:2].[CH3:31]N1C(=O)N(C)CCC1.[Li].C[Si]([N-][Si](C)(C)C)(C)C.CI.[C:52]([OH:56])(=O)[CH2:53][CH3:54].[C:57](O)(=O)[CH2:58][C:59](CC(O)=O)([C:61](O)=O)O. Given the product [C:1]([O:5][C:6](=[O:30])[NH:7][C@H:8]([C@@H:24]1[CH2:28][C@@H:27]([CH3:31])[C:26](=[O:29])[O:25]1)[CH2:9][C:10]1[CH:11]=[CH:12][CH:13]=[C:14]([O:56][CH2:52][C:53]2[CH:54]=[CH:61][CH:59]=[CH:58][CH:57]=2)[CH:15]=1)([CH3:4])([CH3:3])[CH3:2], predict the reactants needed to synthesize it. (2) Given the product [CH3:1][C:2]1[CH2:7][CH2:6][CH2:5][C:4]([CH3:8])([CH3:9])[C:3]=1/[CH:10]=[CH:11]/[C:12](/[CH3:21])=[CH:13]/[CH:14]=[CH:15]\[C:16](\[CH3:20])=[CH:17]\[CH2:18][OH:19], predict the reactants needed to synthesize it. The reactants are: [CH3:1][C:2]1[CH2:7][CH2:6][CH2:5][C:4]([CH3:9])([CH3:8])[C:3]=1/[CH:10]=[CH:11]/[C:12](/[CH3:21])=[CH:13]/[CH:14]=[CH:15]/[C:16](/[CH3:20])=[CH:17]/[CH:18]=[O:19].CC1CCCC(C)(C)C=1/C=C/C(/C)=C/C=C\C(\C)=C\C=O. (3) Given the product [F:1][C:2]1[CH:7]=[C:6]([F:8])[CH:5]=[CH:4][C:3]=1[N:9]1[C:18]2[C:13](=[CH:14][CH:15]=[C:16]([C:19]3[C:20]([CH3:25])=[N:21][O:22][C:23]=3[CH3:24])[CH:17]=2)[C:12](=[O:26])[CH:11]=[C:10]1[CH2:27][OH:28], predict the reactants needed to synthesize it. The reactants are: [F:1][C:2]1[CH:7]=[C:6]([F:8])[CH:5]=[CH:4][C:3]=1[N:9]1[C:18]2[C:13](=[CH:14][CH:15]=[C:16]([C:19]3[C:20]([CH3:25])=[N:21][O:22][C:23]=3[CH3:24])[CH:17]=2)[C:12](=[O:26])[CH:11]=[C:10]1[CH:27]=[O:28].C(O[BH-](OC(=O)C)OC(=O)C)(=O)C.[Na+]. (4) Given the product [F:2][C:3]1[CH:4]=[CH:5][C:6]([CH:9]([OH:23])[CH:10]([NH:22][C:30]([CH:24]2[CH2:29][CH2:28][CH2:27][CH2:26][CH2:25]2)=[O:31])[CH2:11][C:12]2[CH:17]=[CH:16][C:15]([C:18]([F:21])([F:20])[F:19])=[CH:14][CH:13]=2)=[CH:7][CH:8]=1, predict the reactants needed to synthesize it. The reactants are: Cl.[F:2][C:3]1[CH:8]=[CH:7][C:6]([CH:9]([OH:23])[CH:10]([NH2:22])[CH2:11][C:12]2[CH:17]=[CH:16][C:15]([C:18]([F:21])([F:20])[F:19])=[CH:14][CH:13]=2)=[CH:5][CH:4]=1.[CH:24]1([C:30](Cl)=[O:31])[CH2:29][CH2:28][CH2:27][CH2:26][CH2:25]1.C(=O)([O-])O.[Na+]. (5) The reactants are: [NH2:1][C:2]1[N:10]=[C:9]2[C:5]([NH:6][CH:7]=[N:8]2)=[C:4]([I:11])[N:3]=1.Br[CH2:13][C:14]([O:16][CH2:17][CH3:18])=[O:15].C(=O)([O-])[O-].[K+].[K+]. Given the product [CH2:17]([O:16][C:14](=[O:15])[CH2:13][N:8]1[CH:7]=[N:6][C:5]2[C:9]1=[N:10][C:2]([NH2:1])=[N:3][C:4]=2[I:11])[CH3:18], predict the reactants needed to synthesize it. (6) Given the product [Cl:12][C:13]1[N:18]=[C:17]([C:6]2[CH:7]=[N:8][O:9][C:10]=2[CH3:11])[CH:16]=[CH:15][N:14]=1, predict the reactants needed to synthesize it. The reactants are: C([Mg]Br)C.I[C:6]1[CH:7]=[N:8][O:9][C:10]=1[CH3:11].[Cl:12][C:13]1[N:18]=[C:17](Cl)[CH:16]=[CH:15][N:14]=1.C(N(CC(O)=O)CC(O)=O)CN(CC(O)=O)CC(O)=O.